This data is from Forward reaction prediction with 1.9M reactions from USPTO patents (1976-2016). The task is: Predict the product of the given reaction. The product is: [CH2:13]([C:12]([C:9]1[CH:10]=[CH:11][C:6]([CH2:5][CH2:4][C:3]([OH:33])=[O:2])=[C:7]([CH3:32])[CH:8]=1)([C:15]1[CH:20]=[CH:19][C:18]([C:21]#[C:22][C:23]([CH2:24][CH3:25])([OH:26])[CH2:27][CH3:28])=[C:17]([CH3:29])[CH:16]=1)[CH2:30][CH3:31])[CH3:14]. Given the reactants C[O:2][C:3](=[O:33])[CH2:4][CH2:5][C:6]1[CH:11]=[CH:10][C:9]([C:12]([CH2:30][CH3:31])([C:15]2[CH:20]=[CH:19][C:18]([C:21]#[C:22][C:23]([CH2:27][CH3:28])([OH:26])[CH2:24][CH3:25])=[C:17]([CH3:29])[CH:16]=2)[CH2:13][CH3:14])=[CH:8][C:7]=1[CH3:32].[OH-].[K+].[NH4+].[Cl-], predict the reaction product.